Dataset: Forward reaction prediction with 1.9M reactions from USPTO patents (1976-2016). Task: Predict the product of the given reaction. (1) The product is: [ClH:7].[Cl:7][C:8]1[CH:9]=[CH:10][C:11]2[CH2:12][C@@H:13]3[CH2:20][NH:19][C@@H:18]([CH3:22])[CH2:17][N:14]3[C:15]=2[CH:16]=1. Given the reactants [H-].[Al+3].[Li+].[H-].[H-].[H-].[Cl:7][C:8]1[CH:9]=[CH:10][C:11]2[CH2:12][C@@H:13]3[C:20](=O)[NH:19][C@@H:18]([CH3:22])[C:17](=O)[N:14]3[C:15]=2[CH:16]=1.[OH-].[Na+].S([O-])([O-])(=O)=O.[Mg+2].Cl, predict the reaction product. (2) Given the reactants [F:1][C:2]([F:20])([F:19])[C:3]([N:5]1[CH2:11][CH:10]([CH3:12])[C:9]2[CH:13]=[C:14]([Cl:18])[C:15]([OH:17])=[CH:16][C:8]=2[CH2:7][CH2:6]1)=[O:4].[CH2:21](Br)[CH:22]=[CH2:23].C1CCN2C(=NCCC2)CC1, predict the reaction product. The product is: [F:20][C:2]([F:19])([F:1])[C:3]([N:5]1[CH2:11][CH:10]([CH3:12])[C:9]2[CH:13]=[C:14]([Cl:18])[C:15]([O:17][CH2:23][CH:22]=[CH2:21])=[CH:16][C:8]=2[CH2:7][CH2:6]1)=[O:4].